Dataset: Full USPTO retrosynthesis dataset with 1.9M reactions from patents (1976-2016). Task: Predict the reactants needed to synthesize the given product. (1) Given the product [CH3:3][C:4]1([CH3:1])[CH2:9][C:8](=[O:10])[CH2:7][CH2:6][CH:5]1[C:11]([O:13][CH3:14])=[O:12], predict the reactants needed to synthesize it. The reactants are: [CH3:1][Li].[CH3:3][C:4]1[CH:5]([C:11]([O:13][CH3:14])=[O:12])[CH2:6][CH2:7][C:8](=[O:10])[CH:9]=1. (2) Given the product [CH2:24]([O:26][C:27](=[O:31])[C@H:28]([O:23][C:21]1[CH:20]=[CH:19][C:16]2[C:17]3[N:11]([CH2:12][CH2:13][O:14][C:15]=2[CH:22]=1)[CH:10]=[C:9]([C:8]1[N:4]([CH:1]([CH3:3])[CH3:2])[N:5]=[CH:6][N:7]=1)[N:18]=3)[CH3:30])[CH3:25], predict the reactants needed to synthesize it. The reactants are: [CH:1]([N:4]1[C:8]([C:9]2[N:18]=[C:17]3[N:11]([CH2:12][CH2:13][O:14][C:15]4[CH:22]=[C:21]([OH:23])[CH:20]=[CH:19][C:16]=43)[CH:10]=2)=[N:7][CH:6]=[N:5]1)([CH3:3])[CH3:2].[CH2:24]([O:26][C:27](=[O:31])[C@H:28]([CH3:30])O)[CH3:25].CO. (3) Given the product [CH:20]1([CH2:23][N:24]2[CH:28]=[C:27]([C:29]3[N:34]=[C:33]([NH:35][C:2]4[N:7]=[CH:6][C:5]5[C:8]([N:14]6[CH2:19][CH2:18][O:17][CH2:16][CH2:15]6)=[N:9][N:10]([CH:11]([CH3:13])[CH3:12])[C:4]=5[CH:3]=4)[CH:32]=[CH:31][N:30]=3)[CH:26]=[N:25]2)[CH2:21][CH2:22]1, predict the reactants needed to synthesize it. The reactants are: Cl[C:2]1[N:7]=[CH:6][C:5]2[C:8]([N:14]3[CH2:19][CH2:18][O:17][CH2:16][CH2:15]3)=[N:9][N:10]([CH:11]([CH3:13])[CH3:12])[C:4]=2[CH:3]=1.[CH:20]1([CH2:23][N:24]2[CH:28]=[C:27]([C:29]3[N:34]=[C:33]([NH2:35])[CH:32]=[CH:31][N:30]=3)[CH:26]=[N:25]2)[CH2:22][CH2:21]1.CC(C)([O-])C.[Na+].C(O)(C)(C)C. (4) The reactants are: [F:1][C:2]1[C:3]([O:21][CH3:22])=[C:4]([C:18]([OH:20])=O)[CH:5]=[C:6]([C:8]2[CH:13]=[CH:12][C:11]([C:14]([F:17])([F:16])[F:15])=[CH:10][CH:9]=2)[CH:7]=1.[Cl:23][C:24]1[CH:25]=[C:26]([C:31]2[CH:36]=[CH:35][C:34]([CH2:37][C@@H:38]([NH2:45])[C:39]3[O:43][N:42]=[C:41]([CH3:44])[N:40]=3)=[CH:33][CH:32]=2)[CH:27]=[CH:28][C:29]=1[F:30]. Given the product [Cl:23][C:24]1[CH:25]=[C:26]([C:31]2[CH:36]=[CH:35][C:34]([CH2:37][C@@H:38]([NH:45][C:18]([C:4]3[CH:5]=[C:6]([C:8]4[CH:9]=[CH:10][C:11]([C:14]([F:17])([F:16])[F:15])=[CH:12][CH:13]=4)[CH:7]=[C:2]([F:1])[C:3]=3[O:21][CH3:22])=[O:20])[C:39]3[O:43][N:42]=[C:41]([CH3:44])[N:40]=3)=[CH:33][CH:32]=2)[CH:27]=[CH:28][C:29]=1[F:30], predict the reactants needed to synthesize it. (5) Given the product [C:21]([O:25][C:26](=[O:35])[N:27]([CH2:31][CH2:32][O:33][NH:34][C:18]([C@@H:13]1[CH2:12][CH2:11][C@@H:10]2[CH2:17][N:14]1[C:15](=[O:16])[N:9]2[O:8][CH2:1][C:2]1[CH:3]=[CH:4][CH:5]=[CH:6][CH:7]=1)=[O:20])[CH:28]([CH3:30])[CH3:29])([CH3:22])([CH3:24])[CH3:23], predict the reactants needed to synthesize it. The reactants are: [CH2:1]([O:8][N:9]1[C:15](=[O:16])[N:14]2[CH2:17][C@H:10]1[CH2:11][CH2:12][C@H:13]2[C:18]([OH:20])=O)[C:2]1[CH:7]=[CH:6][CH:5]=[CH:4][CH:3]=1.[C:21]([O:25][C:26](=[O:35])[N:27]([CH2:31][CH2:32][O:33][NH2:34])[CH:28]([CH3:30])[CH3:29])([CH3:24])([CH3:23])[CH3:22]. (6) Given the product [CH3:18][C:13]1[N:12]([C:4]2[CH:3]=[C:2]([C:25]([OH:26])([CH3:27])[CH3:24])[CH:7]=[C:6]([C:8]([F:11])([F:10])[F:9])[CH:5]=2)[C:16]([CH3:17])=[CH:15][CH:14]=1, predict the reactants needed to synthesize it. The reactants are: Br[C:2]1[CH:3]=[C:4]([N:12]2[C:16]([CH3:17])=[CH:15][CH:14]=[C:13]2[CH3:18])[CH:5]=[C:6]([C:8]([F:11])([F:10])[F:9])[CH:7]=1.C([Li])CCC.[CH3:24][C:25]([CH3:27])=[O:26].[NH4+].[Cl-]. (7) Given the product [F:26][C:27]1[CH:28]=[C:29]([NH:33][C:34]([NH:16][C:15]2[CH:17]=[CH:18][C:12]([O:11][C:9]3[C:10]4[N:2]([CH3:1])[CH:3]=[CH:4][C:5]=4[N:6]=[CH:7][N:8]=3)=[CH:13][CH:14]=2)=[O:35])[CH:30]=[CH:31][CH:32]=1, predict the reactants needed to synthesize it. The reactants are: [CH3:1][N:2]1[C:10]2[C:9]([O:11][C:12]3[CH:18]=[CH:17][C:15]([NH2:16])=[CH:14][CH:13]=3)=[N:8][CH:7]=[N:6][C:5]=2[CH:4]=[CH:3]1.C(N(CC)CC)C.[F:26][C:27]1[CH:28]=[C:29]([N:33]=[C:34]=[O:35])[CH:30]=[CH:31][CH:32]=1. (8) Given the product [F:28][C:29]1[CH:56]=[C:55]([F:57])[CH:54]=[CH:53][C:30]=1[O:31][C:32]1[CH:37]=[CH:36][C:35]([NH:38][S:39]([CH2:42][CH3:43])(=[O:40])=[O:41])=[CH:34][C:33]=1[C:16]1[C:17]2[O:26][C:25]([CH3:27])=[N:24][C:18]=2[C:19](=[O:23])[N:20]([CH3:22])[CH:21]=1, predict the reactants needed to synthesize it. The reactants are: C1(COC2C=CC(S(C)(=O)=O)=CC=2[C:16]2[C:17]3[O:26][C:25]([CH3:27])=[N:24][C:18]=3[C:19](=[O:23])[N:20]([CH3:22])[CH:21]=2)CC1.[F:28][C:29]1[CH:56]=[C:55]([F:57])[CH:54]=[CH:53][C:30]=1[O:31][C:32]1[CH:37]=[CH:36][C:35]([NH:38][S:39]([CH2:42][CH3:43])(=[O:41])=[O:40])=[CH:34][C:33]=1B1OC(C)(C)C(C)(C)O1. (9) Given the product [CH3:23][C:16]1[CH:15]=[CH:14][C:13]([CH2:11][CH2:10][CH2:9][CH2:8][CH2:7][CH2:6][CH2:5][CH2:4][CH2:3][CH2:2][CH3:1])=[CH:22][C:17]=1[C:18]([O:20][CH3:21])=[O:19], predict the reactants needed to synthesize it. The reactants are: [CH2:1]=[CH:2][CH2:3][CH2:4][CH2:5][CH2:6][CH2:7][CH2:8][CH2:9][CH2:10][CH3:11].Br[C:13]1[CH:14]=[CH:15][C:16]([CH3:23])=[C:17]([CH:22]=1)[C:18]([O:20][CH3:21])=[O:19]. (10) Given the product [F:1][C:2]1[CH:3]=[C:4]2[C:8](=[CH:9][CH:10]=1)[NH:7][CH:6]=[C:5]2[CH2:11][CH2:12][C:13]1[CH:14]=[N:15][CH:16]=[CH:17][CH:18]=1, predict the reactants needed to synthesize it. The reactants are: [F:1][C:2]1[CH:3]=[C:4]2[C:8](=[CH:9][CH:10]=1)[NH:7][CH:6]=[C:5]2[CH:11]=[CH:12][C:13]1[CH:14]=[N:15][CH:16]=[CH:17][CH:18]=1.